From a dataset of Forward reaction prediction with 1.9M reactions from USPTO patents (1976-2016). Predict the product of the given reaction. Given the reactants [CH:1]1([C:4]([NH:6][C:7]2[S:8][C:9]3[CH:15]=[C:14]([S:16]C#N)[C:13]([F:19])=[CH:12][C:10]=3[N:11]=2)=[O:5])[CH2:3][CH2:2]1.C(O)C.P([O-])(O)(O)=O.[K+].C(S)[C@@H](O)[C@H](O)CS, predict the reaction product. The product is: [F:19][C:13]1[C:14]([SH:16])=[CH:15][C:9]2[S:8][C:7]([NH:6][C:4]([CH:1]3[CH2:2][CH2:3]3)=[O:5])=[N:11][C:10]=2[CH:12]=1.